Task: Regression/Classification. Given a drug SMILES string, predict its absorption, distribution, metabolism, or excretion properties. Task type varies by dataset: regression for continuous measurements (e.g., permeability, clearance, half-life) or binary classification for categorical outcomes (e.g., BBB penetration, CYP inhibition). Dataset: cyp2d6_veith.. Dataset: CYP2D6 inhibition data for predicting drug metabolism from PubChem BioAssay (1) The molecule is Cc1noc(C)c1C(=O)N1CCC[C@@]2(CCN(c3ccccc3)C2)C1. The result is 0 (non-inhibitor). (2) The result is 0 (non-inhibitor). The molecule is CC(=O)NC1=NN(c2ccccc2)C(=O)C1. (3) The compound is O=C(c1ccccc1)c1ccc(OCC(O)CN2CCN(Cc3ccccc3)CC2)cc1. The result is 1 (inhibitor). (4) The compound is COc1ccc(CN2C(=O)c3ccccc3C(/C=N\OCc3ccc(F)cc3)C2=O)cc1. The result is 0 (non-inhibitor). (5) The compound is c1cncc(CNc2nc(-c3ccc4c(c3)OCO4)nc3ccccc23)c1. The result is 1 (inhibitor). (6) The drug is COC(=O)c1[nH]c2cc(OC)ccc2c1NC(=O)CCN1CCSCC1. The result is 0 (non-inhibitor). (7) The compound is COc1ccc(NC(=O)c2cn(-c3ccccc3)nc2-c2cc3ccccc3o2)cc1. The result is 0 (non-inhibitor). (8) The drug is O=C(Nc1cccn2ncnc12)c1ccc(Cl)cc1Cl. The result is 0 (non-inhibitor). (9) The compound is C=C(C)CNCCN. The result is 0 (non-inhibitor). (10) The result is 0 (non-inhibitor). The drug is CNc1nc(Cl)nc(NC(C)(C)C)n1.